Dataset: Catalyst prediction with 721,799 reactions and 888 catalyst types from USPTO. Task: Predict which catalyst facilitates the given reaction. (1) Reactant: Cl[C:2]1[N:7]2[N:8]=[CH:9][CH:10]=[C:6]2[N:5]=[C:4]([NH:11][C:12](=[O:23])[C:13]2[CH:18]=[CH:17][C:16]([C:19]([OH:22])([CH3:21])[CH3:20])=[CH:15][CH:14]=2)[CH:3]=1.[NH:24]1CCCC(C#N)C1.C[N:33]1[C:37](=[O:38])[CH2:36][CH2:35][CH2:34]1. Product: [OH:22][C:19]([C:16]1[CH:17]=[CH:18][C:13]([C:12]([NH:11][C:4]2[CH:3]=[C:2]([N:24]3[CH2:35][CH2:34][NH:33][C:37](=[O:38])[CH2:36]3)[N:7]3[N:8]=[CH:9][CH:10]=[C:6]3[N:5]=2)=[O:23])=[CH:14][CH:15]=1)([CH3:21])[CH3:20]. The catalyst class is: 376. (2) Reactant: [CH3:1][O:2][C:3]1[CH:11]=[C:10]2[C:6]([C:7]([CH3:15])([CH3:14])[C:8](=[O:13])[N:9]2[CH3:12])=[CH:5][C:4]=1[CH:16]=O.[C:18]1([C@H:24]2[C@@H:29]([NH2:30])[CH2:28][CH2:27][CH2:26][NH:25]2)[CH:23]=[CH:22][CH:21]=[CH:20][CH:19]=1.CO.C(O[BH-](OC(=O)C)OC(=O)C)(=O)C.[Na+]. Product: [CH3:1][O:2][C:3]1[CH:11]=[C:10]2[C:6]([C:7]([CH3:14])([CH3:15])[C:8](=[O:13])[N:9]2[CH3:12])=[CH:5][C:4]=1[CH2:16][NH:30][C@H:29]1[CH2:28][CH2:27][CH2:26][NH:25][C@H:24]1[C:18]1[CH:23]=[CH:22][CH:21]=[CH:20][CH:19]=1. The catalyst class is: 93. (3) Reactant: [F:1][C:2]([F:18])([F:17])[C:3]1[CH:8]=[CH:7][C:6]([C:9]2[CH:14]=[CH:13][CH:12]=[C:11]([CH2:15][OH:16])[CH:10]=2)=[CH:5][CH:4]=1.P(CCCC)(CCCC)CCCC.O[C:33]1[CH:38]=[CH:37][C:36]([CH2:39][CH2:40][C:41]([O:43][CH2:44][CH3:45])=[O:42])=[C:35]([CH3:46])[CH:34]=1. Product: [CH3:46][C:35]1[CH:34]=[C:33]([O:16][CH2:15][C:11]2[CH:10]=[C:9]([C:6]3[CH:5]=[CH:4][C:3]([C:2]([F:17])([F:18])[F:1])=[CH:8][CH:7]=3)[CH:14]=[CH:13][CH:12]=2)[CH:38]=[CH:37][C:36]=1[CH2:39][CH2:40][C:41]([O:43][CH2:44][CH3:45])=[O:42]. The catalyst class is: 1. (4) Reactant: [F:1][C:2]1[CH:31]=[C:30]([F:32])[CH:29]=[CH:28][C:3]=1[CH2:4][C:5]1[CH:6]=[C:7]([C:20](=[O:27])[CH:21]=[C:22]([OH:26])[C:23](O)=[O:24])[C:8](=[O:19])[N:9]([CH2:11][C:12]2[CH:17]=[CH:16][CH:15]=[CH:14][C:13]=2[F:18])[CH:10]=1.[OH:33][C:34]1[C:42]2[N:41]=NN[C:38]=2[CH:37]=[CH:36]C=1.C([O-])(O)=O.[Na+].O. Product: [F:1][C:2]1[CH:31]=[C:30]([F:32])[CH:29]=[CH:28][C:3]=1[CH2:4][C:5]1[CH:6]=[C:7]([C:20](=[O:27])[CH:21]=[C:22]([OH:26])[C:23]([NH:41][C@H:42]2[CH2:38][CH2:37][CH2:36][C@@H:34]2[OH:33])=[O:24])[C:8](=[O:19])[N:9]([CH2:11][C:12]2[CH:17]=[CH:16][CH:15]=[CH:14][C:13]=2[F:18])[CH:10]=1. The catalyst class is: 695. (5) The catalyst class is: 79. Product: [CH2:34]([O:41][CH2:42][C@H:43]([O:32][C:16](=[O:33])[CH2:17][CH2:18][CH2:19][CH2:20][CH2:21][CH2:22][CH2:23][CH2:24][CH2:25][CH2:26][CH2:27][CH2:28][CH2:29][CH2:30][CH3:31])[CH2:44][O:45][CH2:46][CH2:47][CH2:48][CH2:49][CH2:50][CH2:51][CH2:52][CH2:53]/[CH:54]=[CH:55]\[CH2:56][CH2:57][CH2:58][CH2:59][CH2:60][CH2:61][CH2:62][CH3:63])[C:35]1[CH:40]=[CH:39][CH:38]=[CH:37][CH:36]=1. Reactant: C1CCC(N=C=NC2CCCCC2)CC1.[C:16]([OH:33])(=[O:32])[CH2:17][CH2:18][CH2:19][CH2:20][CH2:21][CH2:22][CH2:23][CH2:24][CH2:25][CH2:26][CH2:27][CH2:28][CH2:29][CH2:30][CH3:31].[CH2:34]([O:41][CH2:42][C@H:43](O)[CH2:44][O:45][CH2:46][CH2:47][CH2:48][CH2:49][CH2:50][CH2:51][CH2:52][CH2:53]/[CH:54]=[CH:55]\[CH2:56][CH2:57][CH2:58][CH2:59][CH2:60][CH2:61][CH2:62][CH3:63])[C:35]1[CH:40]=[CH:39][CH:38]=[CH:37][CH:36]=1.C(Cl)(Cl)Cl.